Predict the reaction yield, written as a fraction of the theoretical maximum amount of product (1.0 means a 100% yield; for example, 0.34 means a 34% yield). From a dataset of Reaction yield outcomes from USPTO patents with 853,638 reactions. (1) The reactants are Br[C:2]1[S:6][C:5]([S:7]([NH:10][C:11]2[CH:16]=[CH:15][CH:14]=[C:13]([C:17]3[NH:21][N:20]=[N:19][N:18]=3)[CH:12]=2)(=[O:9])=[O:8])=[CH:4][CH:3]=1.[Cl:22][C:23]1[CH:24]=[C:25](B(O)O)[CH:26]=[CH:27][C:28]=1[Cl:29]. No catalyst specified. The product is [Cl:22][C:23]1[CH:24]=[C:25]([C:2]2[S:6][C:5]([S:7]([NH:10][C:11]3[CH:16]=[CH:15][CH:14]=[C:13]([C:17]4[NH:21][N:20]=[N:19][N:18]=4)[CH:12]=3)(=[O:9])=[O:8])=[CH:4][CH:3]=2)[CH:26]=[CH:27][C:28]=1[Cl:29]. The yield is 0.0400. (2) The reactants are C(O[C:4]([C:6]1[CH:7]=[C:8]2[C:12](=[CH:13][CH:14]=1)[NH:11][N:10]=[C:9]2[C:15]1[CH:24]=[CH:23][C:22]2[C:17](=[CH:18][CH:19]=[C:20]([O:25][CH3:26])[CH:21]=2)[CH:16]=1)=[NH:5])C.[N:27]1([CH2:33][C:34]([NH:36][NH2:37])=O)[CH2:32][CH2:31][CH2:30][CH2:29][CH2:28]1. No catalyst specified. The product is [CH3:26][O:25][C:20]1[CH:21]=[C:22]2[C:17](=[CH:18][CH:19]=1)[CH:16]=[C:15]([C:9]1[C:8]3[C:12](=[CH:13][CH:14]=[C:6]([C:4]4[N:5]=[C:34]([CH2:33][N:27]5[CH2:32][CH2:31][CH2:30][CH2:29][CH2:28]5)[NH:36][N:37]=4)[CH:7]=3)[NH:11][N:10]=1)[CH:24]=[CH:23]2. The yield is 0.270.